From a dataset of NCI-60 drug combinations with 297,098 pairs across 59 cell lines. Regression. Given two drug SMILES strings and cell line genomic features, predict the synergy score measuring deviation from expected non-interaction effect. (1) Drug 1: CC1OCC2C(O1)C(C(C(O2)OC3C4COC(=O)C4C(C5=CC6=C(C=C35)OCO6)C7=CC(=C(C(=C7)OC)O)OC)O)O. Drug 2: CCCCCOC(=O)NC1=NC(=O)N(C=C1F)C2C(C(C(O2)C)O)O. Cell line: M14. Synergy scores: CSS=20.9, Synergy_ZIP=-3.44, Synergy_Bliss=0.203, Synergy_Loewe=-5.40, Synergy_HSA=-1.25. (2) Drug 1: C1CCC(C1)C(CC#N)N2C=C(C=N2)C3=C4C=CNC4=NC=N3. Drug 2: C1=NNC2=C1C(=O)NC=N2. Cell line: HOP-92. Synergy scores: CSS=7.28, Synergy_ZIP=-1.61, Synergy_Bliss=0.536, Synergy_Loewe=0.220, Synergy_HSA=0.906. (3) Synergy scores: CSS=44.9, Synergy_ZIP=-1.16, Synergy_Bliss=2.09, Synergy_Loewe=2.86, Synergy_HSA=4.17. Drug 1: CC1C(C(CC(O1)OC2CC(CC3=C2C(=C4C(=C3O)C(=O)C5=C(C4=O)C(=CC=C5)OC)O)(C(=O)CO)O)N)O.Cl. Cell line: MDA-MB-231. Drug 2: CCCCC(=O)OCC(=O)C1(CC(C2=C(C1)C(=C3C(=C2O)C(=O)C4=C(C3=O)C=CC=C4OC)O)OC5CC(C(C(O5)C)O)NC(=O)C(F)(F)F)O. (4) Drug 1: C1=CC(=CC=C1CC(C(=O)O)N)N(CCCl)CCCl.Cl. Drug 2: CNC(=O)C1=NC=CC(=C1)OC2=CC=C(C=C2)NC(=O)NC3=CC(=C(C=C3)Cl)C(F)(F)F. Cell line: NCI-H226. Synergy scores: CSS=15.5, Synergy_ZIP=-8.03, Synergy_Bliss=-2.98, Synergy_Loewe=-14.3, Synergy_HSA=-3.49. (5) Drug 1: C1CN(CCN1C(=O)CCBr)C(=O)CCBr. Drug 2: C1CN(P(=O)(OC1)NCCCl)CCCl. Cell line: OVCAR-8. Synergy scores: CSS=22.9, Synergy_ZIP=-7.56, Synergy_Bliss=-4.69, Synergy_Loewe=-6.79, Synergy_HSA=-2.37. (6) Drug 1: C1=C(C(=O)NC(=O)N1)F. Cell line: IGROV1. Synergy scores: CSS=39.2, Synergy_ZIP=8.79, Synergy_Bliss=8.52, Synergy_Loewe=5.74, Synergy_HSA=10.8. Drug 2: CS(=O)(=O)OCCCCOS(=O)(=O)C.